Dataset: Full USPTO retrosynthesis dataset with 1.9M reactions from patents (1976-2016). Task: Predict the reactants needed to synthesize the given product. Given the product [F:34][C:31]1[CH:30]=[CH:29][C:28]([C:27]([NH:26][C:22]2[C:21]([CH3:36])=[C:20]([C:7]3[C:8]4[C:9]5[C:14](=[CH:13][C:12]([C:17]([NH2:41])=[O:18])=[CH:11][CH:10]=5)[NH:15][C:16]=4[C:4]([C:1]([NH2:2])=[O:3])=[CH:5][CH:6]=3)[CH:25]=[CH:24][CH:23]=2)=[O:35])=[CH:33][CH:32]=1, predict the reactants needed to synthesize it. The reactants are: [C:1]([C:4]1[CH:5]=[CH:6][C:7]([C:20]2[CH:25]=[CH:24][CH:23]=[C:22]([NH:26][C:27](=[O:35])[C:28]3[CH:33]=[CH:32][C:31]([F:34])=[CH:30][CH:29]=3)[C:21]=2[CH3:36])=[C:8]2[C:16]=1[NH:15][C:14]1[CH:13]=[C:12]([C:17](O)=[O:18])[CH:11]=[CH:10][C:9]2=1)(=[O:3])[NH2:2].C1C=[N:41]C2N(O)N=NC=2C=1.[OH-].[NH4+].C(Cl)CCl.